From a dataset of Peptide-MHC class II binding affinity with 134,281 pairs from IEDB. Regression. Given a peptide amino acid sequence and an MHC pseudo amino acid sequence, predict their binding affinity value. This is MHC class II binding data. The peptide sequence is LKGIQSLRKLSSVCL. The MHC is H-2-IAb with pseudo-sequence H-2-IAb. The binding affinity (normalized) is 0.120.